Dataset: Full USPTO retrosynthesis dataset with 1.9M reactions from patents (1976-2016). Task: Predict the reactants needed to synthesize the given product. The reactants are: C[O:2][C:3](=[O:33])[CH:4]=[CH:5][C:6]1[CH:11]=[CH:10][C:9]([N:12]([CH2:25][C:26]2[CH:31]=[CH:30][CH:29]=[C:28]([OH:32])[CH:27]=2)[S:13]([C:16]2[C:21]([CH3:22])=[CH:20][C:19]([CH3:23])=[CH:18][C:17]=2[CH3:24])(=[O:15])=[O:14])=[CH:8][CH:7]=1.[OH-].[Na+].Cl. Given the product [OH:32][C:28]1[CH:27]=[C:26]([CH:31]=[CH:30][CH:29]=1)[CH2:25][N:12]([S:13]([C:16]1[C:21]([CH3:22])=[CH:20][C:19]([CH3:23])=[CH:18][C:17]=1[CH3:24])(=[O:15])=[O:14])[C:9]1[CH:10]=[CH:11][C:6]([CH:5]=[CH:4][C:3]([OH:33])=[O:2])=[CH:7][CH:8]=1, predict the reactants needed to synthesize it.